From a dataset of Forward reaction prediction with 1.9M reactions from USPTO patents (1976-2016). Predict the product of the given reaction. (1) Given the reactants [F:1][CH:2]([F:25])[C:3]1[N:8]2[N:9]=[CH:10][C:11]([C:12](O)=[O:13])=[C:7]2[N:6]=[C:5]([C:15]2[CH:20]=[CH:19][C:18]([C:21]([F:24])([F:23])[F:22])=[CH:17][CH:16]=2)[CH:4]=1.[CH3:26][S:27]([C:30]1[CH:31]=[C:32]([NH2:36])[CH:33]=[CH:34][CH:35]=1)(=[O:29])=[O:28].Cl, predict the reaction product. The product is: [CH3:26][S:27]([C:30]1[CH:31]=[C:32]([NH:36][C:12]([C:11]2[CH:10]=[N:9][N:8]3[C:3]([CH:2]([F:1])[F:25])=[CH:4][C:5]([C:15]4[CH:16]=[CH:17][C:18]([C:21]([F:23])([F:22])[F:24])=[CH:19][CH:20]=4)=[N:6][C:7]=23)=[O:13])[CH:33]=[CH:34][CH:35]=1)(=[O:28])=[O:29]. (2) Given the reactants C([N:8]1[CH2:13][CH:12]2[CH2:14][CH:10]([N:11]2[C:15]([C:17]([F:20])([F:19])[F:18])=[O:16])[CH2:9]1)C1C=CC=CC=1.[C:32]([O:31][C:29](O[C:29]([O:31][C:32]([CH3:35])([CH3:34])[CH3:33])=[O:30])=[O:30])([CH3:35])([CH3:34])[CH3:33].[H][H], predict the reaction product. The product is: [C:32]([O:31][C:29]([N:8]1[CH2:9][CH:10]2[CH2:14][CH:12]([N:11]2[C:15]([C:17]([F:19])([F:18])[F:20])=[O:16])[CH2:13]1)=[O:30])([CH3:33])([CH3:34])[CH3:35]. (3) Given the reactants [Cl:1][C:2]1[N:10]=[C:9]2[C:5]([N:6]=[C:7]([I:11])[NH:8]2)=[C:4]([N:12]2[CH2:17][CH2:16][O:15][CH2:14][CH2:13]2)[N:3]=1.C(=O)([O-])[O-].[Cs+].[Cs+].[CH2:24](Br)[CH:25]=[CH2:26], predict the reaction product. The product is: [CH2:26]([N:8]1[C:7]([I:11])=[N:6][C:5]2[C:9]1=[N:10][C:2]([Cl:1])=[N:3][C:4]=2[N:12]1[CH2:13][CH2:14][O:15][CH2:16][CH2:17]1)[CH:25]=[CH2:24]. (4) Given the reactants [F:1][C:2]([F:16])([F:15])[C:3]1[CH:14]=[CH:13][C:6]([CH2:7][CH:8]([C:11]#[N:12])[C:9]#[N:10])=[CH:5][CH:4]=1.[H-].[Na+].Br[CH2:20][CH2:21][F:22], predict the reaction product. The product is: [F:22][CH2:21][CH2:20][C:8]([CH2:7][C:6]1[CH:5]=[CH:4][C:3]([C:2]([F:15])([F:16])[F:1])=[CH:14][CH:13]=1)([C:11]#[N:12])[C:9]#[N:10]. (5) Given the reactants [Cl:1][C:2]1[CH:7]=[C:6]([O:8][C:9]2[C:18]3[C:13](=[CH:14][C:15]([OH:21])=[C:16]([O:19][CH3:20])[CH:17]=3)[N:12]=[CH:11][N:10]=2)[CH:5]=[CH:4][C:3]=1[NH:22][C:23](=[O:29])[N:24]([CH2:27][CH3:28])[CH2:25][CH3:26].C(=O)([O-])[O-].[K+].[K+].Cl.Cl[CH2:38][C:39]1[CH:44]=[CH:43][N:42]=[CH:41][CH:40]=1.O, predict the reaction product. The product is: [Cl:1][C:2]1[CH:7]=[C:6]([O:8][C:9]2[C:18]3[C:13](=[CH:14][C:15]([O:21][CH2:38][C:39]4[CH:44]=[CH:43][N:42]=[CH:41][CH:40]=4)=[C:16]([O:19][CH3:20])[CH:17]=3)[N:12]=[CH:11][N:10]=2)[CH:5]=[CH:4][C:3]=1[NH:22][C:23](=[O:29])[N:24]([CH2:27][CH3:28])[CH2:25][CH3:26]. (6) Given the reactants C([Si]([O:8][CH2:9][C:10]1[C:15]2[CH:16]=[CH:17][CH2:18][CH2:19][CH2:20][C:14]=2[CH:13]=[CH:12][CH:11]=1)(C)C)(C)(C)C.[F-].C([N+](CCCC)(CCCC)CCCC)CCC, predict the reaction product. The product is: [C:10]1([CH2:9][OH:8])[C:15]2[CH:16]=[CH:17][CH2:18][CH2:19][CH2:20][C:14]=2[CH:13]=[CH:12][CH:11]=1. (7) Given the reactants [F:1][C:2]1[CH:7]=[CH:6][CH:5]=[C:4]([F:8])[C:3]=1[N:9]1[C:14]2[N:15]=[C:16]([NH:28][CH2:29][CH2:30][N:31]([CH3:33])[CH3:32])[N:17]=[C:18]([C:19]3[CH:20]=[C:21]([CH:25]=[CH:26][CH:27]=3)[C:22]([OH:24])=O)[C:13]=2[CH2:12][NH:11][C:10]1=[O:34].[CH2:35]([NH2:38])[CH2:36][CH3:37].CN(C(ON1N=NC2C=CC=NC1=2)=[N+](C)C)C.F[P-](F)(F)(F)(F)F.C(N(C(C)C)CC)(C)C, predict the reaction product. The product is: [F:8][C:4]1[CH:5]=[CH:6][CH:7]=[C:2]([F:1])[C:3]=1[N:9]1[C:14]2[N:15]=[C:16]([NH:28][CH2:29][CH2:30][N:31]([CH3:32])[CH3:33])[N:17]=[C:18]([C:19]3[CH:20]=[C:21]([CH:25]=[CH:26][CH:27]=3)[C:22]([NH:38][CH2:35][CH2:36][CH3:37])=[O:24])[C:13]=2[CH2:12][NH:11][C:10]1=[O:34]. (8) Given the reactants [I:1][C:2]1[CH:3]=[C:4]([CH:6]=[CH:7][CH:8]=1)[NH2:5].[C:9]([O:15][CH2:16][CH3:17])(=[O:14])[CH2:10][C:11]([CH3:13])=O.Cl.O, predict the reaction product. The product is: [CH2:16]([O:15][C:9](=[O:14])[CH:10]=[C:11]([NH:5][C:4]1[CH:6]=[CH:7][CH:8]=[C:2]([I:1])[CH:3]=1)[CH3:13])[CH3:17].